Dataset: Reaction yield outcomes from USPTO patents with 853,638 reactions. Task: Predict the reaction yield, written as a fraction of the theoretical maximum amount of product (1.0 means a 100% yield; for example, 0.34 means a 34% yield). (1) The reactants are [CH:1]1([O:6][C:7]2[C:8]([N+:20]([O-])=O)=[N:9][CH:10]=[C:11]([O:13][C:14]3[CH:19]=[CH:18][CH:17]=[CH:16][CH:15]=3)[CH:12]=2)[CH2:5]CCC1.O.[C:24](O)(=[O:26])C. The catalyst is [Zn]. The product is [CH3:24][O:26][CH2:5][CH2:1][O:6][C:7]1[C:8]([NH2:20])=[N:9][CH:10]=[C:11]([O:13][C:14]2[CH:15]=[CH:16][CH:17]=[CH:18][CH:19]=2)[CH:12]=1. The yield is 0.720. (2) The product is [F:1][C:2]1[C:3]([CH3:22])=[CH:4][C:5]([C:9]2[C:18]3[C:13](=[CH:14][CH:15]=[C:16]([CH:19]([CH3:20])[CH3:21])[CH:17]=3)[CH:12]=[CH:11][N:10]=2)=[CH:6][C:7]=1[CH3:8]. The catalyst is C1(C)C(C)=CC=CC=1.[Pd]. The yield is 0.320. The reactants are [F:1][C:2]1[C:7]([CH3:8])=[CH:6][C:5]([C:9]2[C:18]3[C:13](=[CH:14][CH:15]=[C:16]([CH:19]([CH3:21])[CH3:20])[CH:17]=3)[CH2:12][CH2:11][N:10]=2)=[CH:4][C:3]=1[CH3:22]. (3) The product is [Br:1][C:2]1[CH:3]=[C:4]([NH2:10])[C:5]([O:8][CH3:9])=[N:6][CH:7]=1. The yield is 0.587. The reactants are [Br:1][C:2]1[CH:3]=[C:4]([N+:10]([O-])=O)[C:5]([O:8][CH3:9])=[N:6][CH:7]=1.O.O.[Sn](Cl)Cl. The catalyst is C(OCC)(=O)C. (4) The catalyst is C(OCC)(=O)C.[Cu]I.CC(O)C. The reactants are [C:1]([O:5][C:6]([N:8]1[CH2:13][CH2:12][N:11]([C:14]2[CH:22]=[CH:21][CH:20]=[C:19]3[C:15]=2[C:16](I)=[N:17][NH:18]3)[CH2:10][CH2:9]1)=[O:7])([CH3:4])([CH3:3])[CH3:2].C(=O)([O-])[O-].[K+].[K+].C(O)CO.[C:34]1([SH:44])[C:43]2[C:38](=[CH:39][CH:40]=[CH:41][CH:42]=2)[CH:37]=[CH:36][CH:35]=1. The yield is 0.450. The product is [C:1]([O:5][C:6]([N:8]1[CH2:13][CH2:12][N:11]([C:14]2[CH:22]=[CH:21][CH:20]=[C:19]3[C:15]=2[C:16]([S:44][C:34]2[C:43]4[C:38](=[CH:39][CH:40]=[CH:41][CH:42]=4)[CH:37]=[CH:36][CH:35]=2)=[N:17][NH:18]3)[CH2:10][CH2:9]1)=[O:7])([CH3:4])([CH3:3])[CH3:2].